Dataset: Full USPTO retrosynthesis dataset with 1.9M reactions from patents (1976-2016). Task: Predict the reactants needed to synthesize the given product. The reactants are: FC(F)(F)C(O)=O.[C:8]([C:10]1[CH:11]=[C:12]([C:20]2[S:24][C:23]([N:25]3[C:41]([CH3:42])=[C:28]4[CH2:29][N:30]([CH2:33][C:34]([O:36]C(C)(C)C)=[O:35])[CH2:31][CH2:32][C:27]4=[N:26]3)=[N:22][N:21]=2)[CH:13]=[CH:14][C:15]=1[O:16][CH:17]([CH3:19])[CH3:18])#[N:9]. Given the product [C:8]([C:10]1[CH:11]=[C:12]([C:20]2[S:24][C:23]([N:25]3[C:41]([CH3:42])=[C:28]4[CH2:29][N:30]([CH2:33][C:34]([OH:36])=[O:35])[CH2:31][CH2:32][C:27]4=[N:26]3)=[N:22][N:21]=2)[CH:13]=[CH:14][C:15]=1[O:16][CH:17]([CH3:19])[CH3:18])#[N:9], predict the reactants needed to synthesize it.